This data is from Peptide-MHC class I binding affinity with 185,985 pairs from IEDB/IMGT. The task is: Regression. Given a peptide amino acid sequence and an MHC pseudo amino acid sequence, predict their binding affinity value. This is MHC class I binding data. (1) The peptide sequence is LVPVNVSDEA. The MHC is Mamu-A01 with pseudo-sequence Mamu-A01. The binding affinity (normalized) is 0. (2) The binding affinity (normalized) is 0.0847. The peptide sequence is ISNQEPLKL. The MHC is HLA-A31:01 with pseudo-sequence HLA-A31:01.